Dataset: Catalyst prediction with 721,799 reactions and 888 catalyst types from USPTO. Task: Predict which catalyst facilitates the given reaction. (1) Reactant: [CH2:1]1[C:5]2([CH2:10][CH2:9][NH:8][CH2:7][CH2:6]2)[CH2:4][CH2:3][N:2]1[C:11]([O:13][C:14]([CH3:17])([CH3:16])[CH3:15])=[O:12].Br[C:19]1[CH:24]=[CH:23][CH:22]=[CH:21][N:20]=1.C1C=CC(P(C2C(C3C(P(C4C=CC=CC=4)C4C=CC=CC=4)=CC=C4C=3C=CC=C4)=C3C(C=CC=C3)=CC=2)C2C=CC=CC=2)=CC=1. Product: [N:20]1[CH:21]=[CH:22][CH:23]=[CH:24][C:19]=1[N:8]1[CH2:7][CH2:6][C:5]2([CH2:1][N:2]([C:11]([O:13][C:14]([CH3:17])([CH3:16])[CH3:15])=[O:12])[CH2:3][CH2:4]2)[CH2:10][CH2:9]1. The catalyst class is: 222. (2) Reactant: [Cl:1][C:2]1[N:7]=[C:6](Cl)[CH:5]=[CH:4][N:3]=1.C(N(C(C)C)CC)(C)C.[CH:18]1([C:23]2[CH:24]=[C:25]([NH2:28])[NH:26][N:27]=2)[CH2:22][CH2:21][CH2:20][CH2:19]1. The catalyst class is: 8. Product: [Cl:1][C:2]1[N:7]=[C:6]([NH:28][C:25]2[NH:26][N:27]=[C:23]([CH:18]3[CH2:22][CH2:21][CH2:20][CH2:19]3)[CH:24]=2)[CH:5]=[CH:4][N:3]=1. (3) Reactant: [C:1]1([C:15]2[CH:20]=[CH:19][CH:18]=[CH:17][CH:16]=2)[CH:6]=[CH:5][C:4]([C:7]2[N:8]=[C:9]([CH2:12][NH:13][CH3:14])[NH:10][CH:11]=2)=[CH:3][CH:2]=1.C(=O)([O-])[O-].[K+].[K+].[CH2:27](Br)[C:28]1[CH:33]=[CH:32][CH:31]=[CH:30][CH:29]=1. Product: [CH2:27]([N:13]([CH3:14])[CH2:12][C:9]1[NH:10][CH:11]=[C:7]([C:4]2[CH:5]=[CH:6][C:1]([C:15]3[CH:16]=[CH:17][CH:18]=[CH:19][CH:20]=3)=[CH:2][CH:3]=2)[N:8]=1)[C:28]1[CH:33]=[CH:32][CH:31]=[CH:30][CH:29]=1. The catalyst class is: 35. (4) Reactant: [C:1]([O:5][C:6]([C:8]1[C:9]([C:28](O)=[O:29])=[N:10][C:11]([C:21]2[CH:26]=[CH:25][C:24]([Cl:27])=[CH:23][CH:22]=2)=[C:12]([C:14]2[CH:19]=[CH:18][C:17]([Cl:20])=[CH:16][CH:15]=2)[N:13]=1)=[O:7])([CH3:4])([CH3:3])[CH3:2].[F:31][C:32]1([F:39])[CH2:37][CH2:36][N:35]([NH2:38])[CH2:34][CH2:33]1.C1CN([P+](ON2N=NC3C=CC=CC2=3)(N2CCCC2)N2CCCC2)CC1.F[P-](F)(F)(F)(F)F. Product: [Cl:27][C:24]1[CH:23]=[CH:22][C:21]([C:11]2[N:10]=[C:9]([C:28]([NH:38][N:35]3[CH2:36][CH2:37][C:32]([F:39])([F:31])[CH2:33][CH2:34]3)=[O:29])[C:8]([C:6]([O:5][C:1]([CH3:2])([CH3:4])[CH3:3])=[O:7])=[N:13][C:12]=2[C:14]2[CH:19]=[CH:18][C:17]([Cl:20])=[CH:16][CH:15]=2)=[CH:26][CH:25]=1. The catalyst class is: 298. (5) Reactant: [C:1]([C:3]1[CH:4]=[C:5]([CH:21]=[CH:22][CH:23]=1)[C:6]([CH:8]([C:18](=O)[CH3:19])[CH2:9][CH2:10][CH2:11][CH2:12][C:13]([O:15][CH2:16][CH3:17])=[O:14])=O)#[N:2].[CH2:24]([C:26]1[N:27]([NH2:31])[CH:28]=[CH:29][CH:30]=1)[CH3:25]. Product: [C:1]([C:3]1[CH:4]=[C:5]([C:6]2[C:28]3[N:27]([C:26]([CH2:24][CH3:25])=[CH:30][CH:29]=3)[N:31]=[C:18]([CH3:19])[C:8]=2[CH2:9][CH2:10][CH2:11][CH2:12][C:13]([O:15][CH2:16][CH3:17])=[O:14])[CH:21]=[CH:22][CH:23]=1)#[N:2]. The catalyst class is: 743. (6) Reactant: [CH:1]([C:3]1[N:4]=[C:5]([CH:8]2[CH2:13][CH2:12][N:11]([C:14]([O:16][C:17]([CH3:20])([CH3:19])[CH3:18])=[O:15])[CH2:10][CH2:9]2)[S:6][CH:7]=1)=O.[NH2:21][OH:22]. Product: [OH:22][N:21]=[CH:1][C:3]1[N:4]=[C:5]([CH:8]2[CH2:13][CH2:12][N:11]([C:14]([O:16][C:17]([CH3:20])([CH3:19])[CH3:18])=[O:15])[CH2:10][CH2:9]2)[S:6][CH:7]=1. The catalyst class is: 8. (7) Reactant: [Br:1][C:2]1[CH:10]=[CH:9][C:5]([C:6]([OH:8])=O)=[C:4]([NH:11][C:12]([O:14][C:15]([CH3:18])([CH3:17])[CH3:16])=[O:13])[CH:3]=1.C(N=C=NCCCN(C)C)C.C1C=CC2N(O)N=NC=2C=1.[F:40][C:41]([F:51])([F:50])[O:42][C:43]1[CH:49]=[CH:48][C:46]([NH2:47])=[CH:45][CH:44]=1. Product: [C:15]([O:14][C:12](=[O:13])[NH:11][C:4]1[CH:3]=[C:2]([Br:1])[CH:10]=[CH:9][C:5]=1[C:6](=[O:8])[NH:47][C:46]1[CH:48]=[CH:49][C:43]([O:42][C:41]([F:40])([F:50])[F:51])=[CH:44][CH:45]=1)([CH3:18])([CH3:17])[CH3:16]. The catalyst class is: 9. (8) Reactant: [Br-].[CH2:2]([O:9][CH2:10][CH2:11][CH2:12][P+](C1C=CC=CC=1)(C1C=CC=CC=1)C1C=CC=CC=1)[C:3]1[CH:8]=[CH:7][CH:6]=[CH:5][CH:4]=1.C[Si]([N-][Si](C)(C)C)(C)C.[Na+].[NH2:42][C:43]1[N:48]=[C:47]([CH:49]([CH3:51])[CH3:50])[C:46]([C:52]([O:54][CH3:55])=[O:53])=[C:45]([C:56]2[CH:61]=[CH:60][C:59]([F:62])=[CH:58][CH:57]=2)[C:44]=1[CH:63]=O.[NH4+].[Cl-]. Product: [NH2:42][C:43]1[C:44](/[CH:63]=[CH:12]/[CH2:11][CH2:10][O:9][CH2:2][C:3]2[CH:4]=[CH:5][CH:6]=[CH:7][CH:8]=2)=[C:45]([C:56]2[CH:57]=[CH:58][C:59]([F:62])=[CH:60][CH:61]=2)[C:46]([C:52]([O:54][CH3:55])=[O:53])=[C:47]([CH:49]([CH3:51])[CH3:50])[N:48]=1. The catalyst class is: 54.